Dataset: Reaction yield outcomes from USPTO patents with 853,638 reactions. Task: Predict the reaction yield, written as a fraction of the theoretical maximum amount of product (1.0 means a 100% yield; for example, 0.34 means a 34% yield). (1) The reactants are [CH3:1]/[C:2](/[C:5]1[N:10]=[C:9]2[O:11][C:12]([C:18]3[CH:23]=[CH:22][C:21]([F:24])=[CH:20][CH:19]=3)=[C:13]([C:14](=[O:17])[NH:15][CH3:16])[C:8]2=[CH:7][C:6]=1[C:25]1[CH:26]=[C:27]([CH:35]=[CH:36][CH:37]=1)[C:28]([O:30][C:31]([CH3:34])([CH3:33])[CH3:32])=[O:29])=[CH:3]\[CH3:4]. The catalyst is CCO.[Pd]. The product is [CH:2]([C:5]1[N:10]=[C:9]2[O:11][C:12]([C:18]3[CH:23]=[CH:22][C:21]([F:24])=[CH:20][CH:19]=3)=[C:13]([C:14](=[O:17])[NH:15][CH3:16])[C:8]2=[CH:7][C:6]=1[C:25]1[CH:26]=[C:27]([CH:35]=[CH:36][CH:37]=1)[C:28]([O:30][C:31]([CH3:33])([CH3:32])[CH3:34])=[O:29])([CH2:3][CH3:4])[CH3:1]. The yield is 1.00. (2) The yield is 0.650. The reactants are [C:1]([OH:11])(=[O:10])[C@@H:2]([C:4]1[CH:9]=[CH:8][CH:7]=[CH:6][CH:5]=1)[OH:3].O1[B:17]([C@@H:18]([NH:23][C:24](=[O:37])[CH2:25][NH:26][C:27](=[O:36])[C:28]2[CH:33]=[C:32]([Cl:34])[CH:31]=[CH:30][C:29]=2[Cl:35])[CH2:19][CH:20]([CH3:22])[CH3:21])O[B:17]([C@@H:18]([NH:23][C:24](=[O:37])[CH2:25][NH:26][C:27](=[O:36])[C:28]2[CH:33]=[C:32]([Cl:34])[CH:31]=[CH:30][C:29]=2[Cl:35])[CH2:19][CH:20]([CH3:22])[CH3:21])O[B:17]1[C@@H:18]([NH:23][C:24](=[O:37])[CH2:25][NH:26][C:27](=[O:36])[C:28]1[CH:33]=[C:32]([Cl:34])[CH:31]=[CH:30][C:29]=1[Cl:35])[CH2:19][CH:20]([CH3:22])[CH3:21]. The product is [Cl:35][C:29]1[CH:30]=[CH:31][C:32]([Cl:34])=[CH:33][C:28]=1[C:27]([NH:26][CH2:25][C:24]([NH:23][C@H:18]([B:17]1[O:10][C:1](=[O:11])[C@@H:2]([C:4]2[CH:9]=[CH:8][CH:7]=[CH:6][CH:5]=2)[O:3]1)[CH2:19][CH:20]([CH3:22])[CH3:21])=[O:37])=[O:36]. The catalyst is CCOC(C)=O. (3) The reactants are [CH3:1][C:2]1[N:7]=[C:6]([SH:8])[N:5]=[C:4]([OH:9])[CH:3]=1.C(N(CC)CC)C.Br[CH2:18][C:19]1[CH:24]=[CH:23][CH:22]=[C:21]([N+:25]([O-:27])=[O:26])[C:20]=1[Cl:28]. The catalyst is C(O)C. The product is [Cl:28][C:20]1[C:21]([N+:25]([O-:27])=[O:26])=[CH:22][CH:23]=[CH:24][C:19]=1[CH2:18][S:8][C:6]1[N:5]=[C:4]([OH:9])[CH:3]=[C:2]([CH3:1])[N:7]=1. The yield is 0.640. (4) The reactants are [N:1]1[CH:6]=[CH:5][CH:4]=[CH:3][C:2]=1[NH:7][C:8]([C:10]1[NH:11][C:12]2[C:17]([C:18]=1[C:19]1[CH:24]=[CH:23][CH:22]=[CH:21][CH:20]=1)=[CH:16][C:15]([NH2:25])=[CH:14][CH:13]=2)=[O:9].[C:26]([C:28]1[CH:33]=[CH:32][C:31]([S:34](Cl)(=[O:36])=[O:35])=[CH:30][CH:29]=1)#[N:27]. The catalyst is CCCCCC.C(OCC)(=O)C. The product is [N:1]1[CH:6]=[CH:5][CH:4]=[CH:3][C:2]=1[NH:7][C:8]([C:10]1[NH:11][C:12]2[C:17]([C:18]=1[C:19]1[CH:24]=[CH:23][CH:22]=[CH:21][CH:20]=1)=[CH:16][C:15]([NH:25][S:34]([C:31]1[CH:30]=[CH:29][C:28]([C:26]#[N:27])=[CH:33][CH:32]=1)(=[O:36])=[O:35])=[CH:14][CH:13]=2)=[O:9]. The yield is 0.330. (5) The reactants are S(O)(=O)(=O)C.[CH2:6]1[CH:15]2[CH:10]([CH2:11][CH2:12][CH2:13][CH2:14]2)[CH2:9][CH2:8][NH:7]1.[C:16](=[O:19])([O-:18])[O-].[K+].[K+].[SH:22][C:23]1[C:24]([C:33]([O:35][CH3:36])=[O:34])=[CH:25][C:26]2[C:31]([CH:32]=1)=[CH:30][CH:29]=[CH:28][CH:27]=2.CCCC[CH2:41][CH3:42].[C:43]([O:46][CH2:47]C)(=[O:45])C. The catalyst is CC(C)=O. The product is [CH2:41]([O:18][C:16]([C@@H:8]1[CH2:9][C@@H:10]2[C@@H:15]([CH2:14][CH2:13][C@H:12]([S:22][C:23]3[C:24]([C:33]([O:35][CH3:36])=[O:34])=[CH:25][C:26]4[C:31](=[CH:30][CH:29]=[CH:28][CH:27]=4)[CH:32]=3)[CH2:11]2)[CH2:6][N:7]1[C:43]([O:46][CH3:47])=[O:45])=[O:19])[CH3:42]. The yield is 0.360. (6) The reactants are [Br:1][C:2]1[CH:3]=[C:4]2[C:9](=[CH:10][CH:11]=1)[NH:8][CH2:7][C:6](=O)[CH2:5]2.[Cl-].[Cl-].[Cl-].[Al+3].[H-].[Al+3].[Li+].[H-].[H-].[H-]. The catalyst is C1COCC1.C(=O)([O-])[O-].[Na+].[Na+]. The product is [Br:1][C:2]1[CH:3]=[C:4]2[C:9](=[CH:10][CH:11]=1)[NH:8][CH2:7][CH2:6][CH2:5]2. The yield is 0.870. (7) The reactants are Br[C:2]1[CH:10]=[CH:9][C:8]2[N:7]3[CH2:11][CH:12]([NH:14][C:15](=[O:21])[O:16][C:17]([CH3:20])([CH3:19])[CH3:18])[CH2:13][C:6]3=[CH:5][C:4]=2[CH:3]=1.[B:22]1([B:22]2[O:26][C:25]([CH3:28])([CH3:27])[C:24]([CH3:30])([CH3:29])[O:23]2)[O:26][C:25]([CH3:28])([CH3:27])[C:24]([CH3:30])([CH3:29])[O:23]1.C([O-])(=O)C.[K+]. The catalyst is O1CCOCC1.C1C=CC(P(C2C=CC=CC=2)[C-]2C=CC=C2)=CC=1.C1C=CC(P(C2C=CC=CC=2)[C-]2C=CC=C2)=CC=1.Cl[Pd]Cl.[Fe+2]. The product is [CH3:29][C:24]1([CH3:30])[C:25]([CH3:28])([CH3:27])[O:26][B:22]([C:2]2[CH:10]=[CH:9][C:8]3[N:7]4[CH2:11][CH:12]([NH:14][C:15](=[O:21])[O:16][C:17]([CH3:20])([CH3:19])[CH3:18])[CH2:13][C:6]4=[CH:5][C:4]=3[CH:3]=2)[O:23]1. The yield is 0.910.